From a dataset of Forward reaction prediction with 1.9M reactions from USPTO patents (1976-2016). Predict the product of the given reaction. (1) Given the reactants C1C2C(COC(=O)[NH:17][CH:18]3[CH2:23][CH2:22][N:21]([CH2:24][C:25]4[C:26]([C:46]5[CH:51]=[CH:50][CH:49]=[CH:48][CH:47]=5)=[N:27][C:28]5[C:33]([C:34]=4[C:35](=[O:45])[NH:36][C@H:37]([CH:39]4[CH2:44][CH2:43][CH2:42][CH2:41][CH2:40]4)[CH3:38])=[CH:32][CH:31]=[CH:30][CH:29]=5)[CH2:20][CH2:19]3)C3C(=CC=CC=3)C=2C=CC=1.CN(C=O)C.N1CCCCC1, predict the reaction product. The product is: [CH:39]1([C@@H:37]([NH:36][C:35]([C:34]2[C:33]3[C:28](=[CH:29][CH:30]=[CH:31][CH:32]=3)[N:27]=[C:26]([C:46]3[CH:47]=[CH:48][CH:49]=[CH:50][CH:51]=3)[C:25]=2[CH2:24][N:21]2[CH2:22][CH2:23][CH:18]([NH2:17])[CH2:19][CH2:20]2)=[O:45])[CH3:38])[CH2:44][CH2:43][CH2:42][CH2:41][CH2:40]1. (2) Given the reactants [H-].[Al+3].[Li+].[H-].[H-].[H-].C([O:9][C:10](=O)[CH2:11][CH:12]([NH:14][CH2:15][C:16]1[CH:21]=[CH:20][CH:19]=[CH:18][CH:17]=1)[CH3:13])C.S([O-])([O-])(=O)=O.[Na+].[Na+], predict the reaction product. The product is: [CH2:15]([NH:14][CH:12]([CH3:13])[CH2:11][CH2:10][OH:9])[C:16]1[CH:21]=[CH:20][CH:19]=[CH:18][CH:17]=1. (3) Given the reactants [N:1]1[CH:6]=[CH:5][CH:4]=[CH:3][C:2]=1[CH2:7][C:8]([O:10][CH2:11][CH3:12])=[O:9].C(Cl)(Cl)[Cl:14].CO, predict the reaction product. The product is: [ClH:14].[NH:1]1[CH2:6][CH2:5][CH2:4][CH2:3][CH:2]1[CH2:7][C:8]([O:10][CH2:11][CH3:12])=[O:9]. (4) Given the reactants F[C:2]1[C:7]([C:8]([F:11])([F:10])[F:9])=[CH:6][CH:5]=[CH:4][C:3]=1[C:12]([C:14]1[CH:19]=[CH:18][C:17]([O:20][CH3:21])=[CH:16][CH:15]=1)=O.O.[NH2:23][NH2:24], predict the reaction product. The product is: [CH3:21][O:20][C:17]1[CH:18]=[CH:19][C:14]([C:12]2[C:3]3[C:2](=[C:7]([C:8]([F:11])([F:10])[F:9])[CH:6]=[CH:5][CH:4]=3)[NH:24][N:23]=2)=[CH:15][CH:16]=1.